From a dataset of Reaction yield outcomes from USPTO patents with 853,638 reactions. Predict the reaction yield, written as a fraction of the theoretical maximum amount of product (1.0 means a 100% yield; for example, 0.34 means a 34% yield). (1) The reactants are Cl[C:2]1[CH:7]=[N:6][CH:5]=[C:4]([O:8][CH:9]([C:11]2[CH:16]=[CH:15][CH:14]=[CH:13][C:12]=2[O:17][CH3:18])[CH3:10])[N:3]=1.[NH:19]1[CH2:24][CH2:23][NH:22][CH2:21][CH2:20]1.C([O-])([O-])=O.[K+].[K+]. The catalyst is C(#N)C.ClCCl. The product is [CH3:18][O:17][C:12]1[CH:13]=[CH:14][CH:15]=[CH:16][C:11]=1[CH:9]([O:8][C:4]1[CH:5]=[N:6][CH:7]=[C:2]([N:19]2[CH2:24][CH2:23][NH:22][CH2:21][CH2:20]2)[N:3]=1)[CH3:10]. The yield is 0.670. (2) The product is [CH3:1][N:18]1[C:13]2[CH:12]=[CH:11][C:10]([CH3:9])=[CH:25][C:14]=2[S:15](=[O:23])(=[O:24])[C:16]([C:19]([O:21][CH3:22])=[O:20])=[N:17]1. The yield is 0.850. The reactants are [C:1](=O)([O-])[O-].[K+].[K+].IC.[CH3:9][C:10]1[CH:11]=[CH:12][C:13]2[NH:18][N:17]=[C:16]([C:19]([O:21][CH3:22])=[O:20])[S:15](=[O:24])(=[O:23])[C:14]=2[CH:25]=1.C(Cl)Cl. The catalyst is CN(C=O)C. (3) The reactants are [CH2:1]([N:8]1[CH2:13][CH2:12][CH:11]([NH:14][C:15]2[CH:23]=[C:22]3[C:18]([CH2:19][CH2:20][N:21]3[C:24](=[O:26])[CH3:25])=[CH:17][CH:16]=2)[CH2:10][CH2:9]1)[C:2]1[CH:7]=[CH:6][CH:5]=[CH:4][CH:3]=1.C[O:28][C:29](=O)[CH2:30][P:31]([O:39][CH2:40][C:41]([F:44])([F:43])[F:42])([O:33][CH2:34][C:35]([F:38])([F:37])[F:36])=[O:32]. No catalyst specified. The product is [F:38][C:35]([F:36])([F:37])[CH2:34][O:33][P:31]([CH2:30][C:29](=[O:28])[N:14]([C:15]1[CH:23]=[C:22]2[C:18]([CH2:19][CH2:20][N:21]2[C:24](=[O:26])[CH3:25])=[CH:17][CH:16]=1)[CH:11]1[CH2:12][CH2:13][N:8]([CH2:1][C:2]2[CH:3]=[CH:4][CH:5]=[CH:6][CH:7]=2)[CH2:9][CH2:10]1)(=[O:32])[O:39][CH2:40][C:41]([F:42])([F:43])[F:44]. The yield is 0.520. (4) The reactants are Br[C:2]1[N:9]=[CH:8][CH:7]=[C:6]([Cl:10])[C:3]=1[CH:4]=[O:5].[CH3:11][C:12]1([CH3:25])[CH2:23][C:22]2[CH:21]=[C:20]3[N:15]([CH2:16][CH2:17][NH:18][C:19]3=[O:24])[C:14]=2[CH2:13]1.CC1(C)C2C(=C(P(C3C=CC=CC=3)C3C=CC=CC=3)C=CC=2)OC2C(P(C3C=CC=CC=3)C3C=CC=CC=3)=CC=CC1=2.C([O-])([O-])=O.[Cs+].[Cs+]. The catalyst is C1C=CC(/C=C/C(/C=C/C2C=CC=CC=2)=O)=CC=1.C1C=CC(/C=C/C(/C=C/C2C=CC=CC=2)=O)=CC=1.C1C=CC(/C=C/C(/C=C/C2C=CC=CC=2)=O)=CC=1.[Pd].[Pd].O1CCOCC1. The product is [Cl:10][C:6]1[CH:7]=[CH:8][N:9]=[C:2]([N:18]2[CH2:17][CH2:16][N:15]3[C:20](=[CH:21][C:22]4[CH2:23][C:12]([CH3:11])([CH3:25])[CH2:13][C:14]=43)[C:19]2=[O:24])[C:3]=1[CH:4]=[O:5]. The yield is 0.317. (5) The reactants are Br[CH2:2][C:3]1[C:12]2[C:7](=[CH:8][CH:9]=[CH:10][CH:11]=2)[C:6]([CH:13]=[O:14])=[CH:5][CH:4]=1.[C:15]1(=[O:25])[NH:19][C:18](=[O:20])[C:17]2=[CH:21][CH:22]=[CH:23][CH:24]=[C:16]12.[K]. The catalyst is CN(C=O)C.O. The product is [O:20]=[C:18]1[C:17]2[C:16](=[CH:24][CH:23]=[CH:22][CH:21]=2)[C:15](=[O:25])[N:19]1[CH2:2][C:3]1[C:12]2[C:7](=[CH:8][CH:9]=[CH:10][CH:11]=2)[C:6]([CH:13]=[O:14])=[CH:5][CH:4]=1. The yield is 0.980. (6) The reactants are [C:1]1([CH:7]=[CH:8]C2C=CC=CC=2N)[CH:6]=[CH:5][CH:4]=[CH:3][CH:2]=1.C([N:18]([CH2:21][CH3:22])CC)C.[F:23][CH:24]([F:34])[O:25][C:26]1[CH:30]=[CH:29][S:28][C:27]=1[C:31](Cl)=[O:32].O. The catalyst is C1(C)C=CC=CC=1. The product is [C:1]1([CH:7]=[CH:8][C:27]2([C:31]([NH:18][C:21]3[CH:22]=[CH:3][CH:2]=[CH:1][CH:6]=3)=[O:32])[CH:26]([O:25][CH:24]([F:34])[F:23])[CH:30]=[CH:29][S:28]2)[CH:2]=[CH:3][CH:4]=[CH:5][CH:6]=1. The yield is 0.950. (7) The reactants are CI.[Cl:3][C:4]1[NH:9][C:8](=[O:10])[C:7]([O:11][CH3:12])=[CH:6][N:5]=1.[C:13]([O-])([O-])=O.[Cs+].[Cs+].O. The catalyst is CN(C=O)C. The product is [Cl:3][C:4]1[N:9]([CH3:13])[C:8](=[O:10])[C:7]([O:11][CH3:12])=[CH:6][N:5]=1. The yield is 0.712.